Regression. Given two drug SMILES strings and cell line genomic features, predict the synergy score measuring deviation from expected non-interaction effect. From a dataset of NCI-60 drug combinations with 297,098 pairs across 59 cell lines. Drug 1: CN1CCC(CC1)COC2=C(C=C3C(=C2)N=CN=C3NC4=C(C=C(C=C4)Br)F)OC. Drug 2: B(C(CC(C)C)NC(=O)C(CC1=CC=CC=C1)NC(=O)C2=NC=CN=C2)(O)O. Cell line: SF-295. Synergy scores: CSS=-0.610, Synergy_ZIP=-3.57, Synergy_Bliss=-6.95, Synergy_Loewe=-5.84, Synergy_HSA=-5.84.